From a dataset of Drug-target binding data from BindingDB patent sources. Regression. Given a target protein amino acid sequence and a drug SMILES string, predict the binding affinity score between them. We predict pAffinity (pAffinity = -log10(affinity in M)). Dataset: bindingdb_patent. (1) The drug is CCN(C)C(=O)C1(CCOc2ccccc2)CCN(Cc2ccc(O)c(Cl)c2)CC1. The target protein (P07237) has sequence MLRRALLCLAVAALVRADAPEEEDHVLVLRKSNFAEALAAHKYLLVEFYAPWCGHCKALAPEYAKAAGKLKAEGSEIRLAKVDATEESDLAQQYGVRGYPTIKFFRNGDTASPKEYTAGREADDIVNWLKKRTGPAATTLPDGAAAESLVESSEVAVIGFFKDVESDSAKQFLQAAEAIDDIPFGITSNSDVFSKYQLDKDGVVLFKKFDEGRNNFEGEVTKENLLDFIKHNQLPLVIEFTEQTAPKIFGGEIKTHILLFLPKSVSDYDGKLSNFKTAAESFKGKILFIFIDSDHTDNQRILEFFGLKKEECPAVRLITLEEEMTKYKPESEELTAERITEFCHRFLEGKIKPHLMSQELPEDWDKQPVKVLVGKNFEDVAFDEKKNVFVEFYAPWCGHCKQLAPIWDKLGETYKDHENIVIAKMDSTANEVEAVKVHSFPTLKFFPASADRTVIDYNGERTLDGFKKFLESGGQDGAGDDDDLEDLEEAEEPDMEEDDD.... The pAffinity is 5.5. (2) The compound is CN(C)C1CCN(CC1)C(=O)c1ccc(cc1)-c1ccc2ncc(-c3ccc(cc3)C#N)n2n1. The target protein (Q9BUB5) has sequence MVSSQKLEKPIEMGSSEPLPIADGDRRRKKKRRGRATDSLPGKFEDMYKLTSELLGEGAYAKVQGAVSLQNGKEYAVKIIEKQAGHSRSRVFREVETLYQCQGNKNILELIEFFEDDTRFYLVFEKLQGGSILAHIQKQKHFNEREASRVVRDVAAALDFLHTKDKVSLCHLGWSAMAPSGLTAAPTSLGSSDPPTSASQVAGTTGIAHRDLKPENILCESPEKVSPVKICDFDLGSGMKLNNSCTPITTPELTTPCGSAEYMAPEVVEVFTDQATFYDKRCDLWSLGVVLYIMLSGYPPFVGHCGADCGWDRGEVCRVCQNKLFESIQEGKYEFPDKDWAHISSEAKDLISKLLVRDAKQRLSAAQVLQHPWVQGQAPEKGLPTPQVLQRNSSTMDLTLFAAEAIALNRQLSQHEENELAEEPEALADGLCSMKLSPPCKSRLARRRALAQAGRGEDRSPPTAL. The pAffinity is 7.0. (3) The compound is CCCCC[C@H](O)\C=C\[C@H]1CC(F)(F)C(=O)N1CCc1ccc(cc1)C(O)=O. The target protein (P35408) has sequence MSTPGVNSSASLSPDRLNSPVTIPAVMFIFGVVGNLVAIVVLCKSRKEQKETTFYTLVCGLAVTDLLGTLLVSPVTIATYMKGQWPGGQPLCEYSTFILLFFSLSGLSIICAMSVERYLAINHAYFYSHYVDKRLAGLTLFAVYASNVLFCALPNMGLGSSRLQYPDTWCFIDWTTNVTAHAAYSYMYAGFSSFLILATVLCNVLVCGALLRMHRQFMRRTSLGTEQHHAAAAASVASRGHPAASPALPRLSDFRRRRSFRRIAGAEIQMVILLIATSLVVLICSIPLVVRVFVNQLYQPSLEREVSKNPDLQAIRIASVNPILDPWIYILLRKTVLSKAIEKIKCLFCRIGGSRRERSGQHCSDSQRTSSAMSGHSRSFISRELKEISSTSQTLLPDLSLPDLSENGLGGRNLLPGVPGMGLAQEDTTSLRTLRISETSDSSQGQDSESVLLVDEAGGSGRAGPAPKGSSLQVTFPSETLNLSEKCI. The pAffinity is 9.5. (4) The compound is COCCCNC(=O)c1csc(n1)-c1cnc(nc1)-c1ccccc1. The target protein (O60760) has sequence MPNYKLTYFNMRGRAEIIRYIFAYLDIQYEDHRIEQADWPEIKSTLPFGKIPILEVDGLTLHQSLAIARYLTKNTDLAGNTEMEQCHVDAIVDTLDDFMSCFPWAEKKQDVKEQMFNELLTYNAPHLMQDLDTYLGGREWLIGNSVTWADFYWEICSTTLLVFKPDLLDNHPRLVTLRKKVQAIPAVANWIKRRPQTKL. The pAffinity is 5.5. (5) The drug is Cc1ncc(NC(=O)c2cccc(c2)C(F)(F)F)cc1-c1cc(cnn1)N1CCOCC1. The target protein (P04049) has sequence MEHIQGAWKTISNGFGFKDAVFDGSSCISPTIVQQFGYQRRASDDGKLTDPSKTSNTIRVFLPNKQRTVVNVRNGMSLHDCLMKALKVRGLQPECCAVFRLLHEHKGKKARLDWNTDAASLIGEELQVDFLDHVPLTTHNFARKTFLKLAFCDICQKFLLNGFRCQTCGYKFHEHCSTKVPTMCVDWSNIRQLLLFPNSTIGDSGVPALPSLTMRRMRESVSRMPVSSQHRYSTPHAFTFNTSSPSSEGSLSQRQRSTSTPNVHMVSTTLPVDSRMIEDAIRSHSESASPSALSSSPNNLSPTGWSQPKTPVPAQRERAPVSGTQEKNKIRPRGQRDSSYYWEIEASEVMLSTRIGSGSFGTVYKGKWHGDVAVKILKVVDPTPEQFQAFRNEVAVLRKTRHVNILLFMGYMTKDNLAIVTQWCEGSSLYKHLHVQETKFQMFQLIDIARQTAQGMDYLHAKNIIHRDMKSNNIFLHEGLTVKIGDFGLATVKSRWSGSQ.... The pAffinity is 9.0. (6) The compound is CN(C)C(=O)Cn1cc(F)c2ncc(cc12)-c1cc(C)cs1. The target protein (Q13224) has sequence MKPRAECCSPKFWLVLAVLAVSGSRARSQKSPPSIGIAVILVGTSDEVAIKDAHEKDDFHHLSVVPRVELVAMNETDPKSIITRICDLMSDRKIQGVVFADDTDQEAIAQILDFISAQTLTPILGIHGGSSMIMADKDESSMFFQFGPSIEQQASVMLNIMEEYDWYIFSIVTTYFPGYQDFVNKIRSTIENSFVGWELEEVLLLDMSLDDGDSKIQNQLKKLQSPIILLYCTKEEATYIFEVANSVGLTGYGYTWIVPSLVAGDTDTVPAEFPTGLISVSYDEWDYGLPARVRDGIAIITTAASDMLSEHSFIPEPKSSCYNTHEKRIYQSNMLNRYLINVTFEGRNLSFSEDGYQMHPKLVIILLNKERKWERVGKWKDKSLQMKYYVWPRMCPETEEQEDDHLSIVTLEEAPFVIVESVDPLSGTCMRNTVPCQKRIVTENKTDEEPGYIKKCCKGFCIDILKKISKSVKFTYDLYLVTNGKHGKKINGTWNGMIGE.... The pAffinity is 7.3. (7) The compound is CCOc1cc(cc(C(O)=O)c1O)[C@H]1NC(=O)N=C(C1c1ccsc1)c1cnn(C)c1. The target protein (P11766) has sequence MANEVIKCKAAVAWEAGKPLSIEEIEVAPPKAHEVRIKIIATAVCHTDAYTLSGADPEGCFPVILGHEGAGIVESVGEGVTKLKAGDTVIPLYIPQCGECKFCLNPKTNLCQKIRVTQGKGLMPDGTSRFTCKGKTILHYMGTSTFSEYTVVADISVAKIDPLAPLDKVCLLGCGISTGYGAAVNTAKLEPGSVCAVFGLGGVGLAVIMGCKVAGASRIIGVDINKDKFARAKEFGATECINPQDFSKPIQEVLIEMTDGGVDYSFECIGNVKVMRAALEACHKGWGVSVVVGVAASGEEIATRPFQLVTGRTWKGTAFGGWKSVESVPKLVSEYMSKKIKVDEFVTHNLSFDEINKAFELMHSGKSIRTVVKI. The pAffinity is 6.2. (8) The compound is CC(C)c1nc(co1)-c1nnc2CN(CCn12)C(=O)c1ccc(cc1)-c1cccs1. The target protein (P29371) has sequence MATLPAAETWIDGGGGVGADAVNLTASLAAGAATGAVETGWLQLLDQAGNLSSSPSALGLPVASPAPSQPWANLTNQFVQPSWRIALWSLAYGVVVAVAVLGNLIVIWIILAHKRMRTVTNYFLVNLAFSDASMAAFNTLVNFIYALHSEWYFGANYCRFQNFFPITAVFASIYSMTAIAVDRYMAIIDPLKPRLSATATKIVIGSIWILAFLLAFPQCLYSKTKVMPGRTLCFVQWPEGPKQHFTYHIIVIILVYCFPLLIMGITYTIVGITLWGGEIPGDTCDKYHEQLKAKRKVVKMMIIVVMTFAICWLPYHIYFILTAIYQQLNRWKYIQQVYLASFWLAMSSTMYNPIIYCCLNKRFRAGFKRAFRWCPFIKVSSYDELELKTTRFHPNRQSSMYTVTRMESMTVVFDPNDADTTRSSRKKRATPRDPSFNGCSRRNSKSASATSSFISSPYTSVDEYS. The pAffinity is 7.3.